Dataset: Catalyst prediction with 721,799 reactions and 888 catalyst types from USPTO. Task: Predict which catalyst facilitates the given reaction. Reactant: [NH2:1][C:2]1[N:3]=[N+:4]([O-:13])[C:5]2[CH:11]=[C:10]([OH:12])[CH:9]=[CH:8][C:6]=2[N:7]=1.C([O-])([O-])=O.[K+].[K+].Br[CH2:21][CH2:22][NH:23][C:24](=[O:29])[C:25]([F:28])([F:27])[F:26]. Product: [NH2:1][C:2]1[N:3]=[N+:4]([O-:13])[C:5]2[CH:11]=[C:10]([O:12][CH2:21][CH2:22][NH:23][C:24](=[O:29])[C:25]([F:28])([F:27])[F:26])[CH:9]=[CH:8][C:6]=2[N:7]=1. The catalyst class is: 3.